Dataset: TCR-epitope binding with 47,182 pairs between 192 epitopes and 23,139 TCRs. Task: Binary Classification. Given a T-cell receptor sequence (or CDR3 region) and an epitope sequence, predict whether binding occurs between them. (1) The epitope is LLLGIGILV. The TCR CDR3 sequence is CSATLTGLGQPQHF. Result: 1 (the TCR binds to the epitope). (2) The TCR CDR3 sequence is CASSFDYSYEQYF. The epitope is FLYNLLTRV. Result: 1 (the TCR binds to the epitope).